From a dataset of Full USPTO retrosynthesis dataset with 1.9M reactions from patents (1976-2016). Predict the reactants needed to synthesize the given product. (1) Given the product [F:1][C:2]1[CH:7]=[CH:6][CH:5]=[CH:4][C:3]=1[N:8]1[C:12]([C:13]2[CH:14]=[CH:15][N:16]=[CH:17][CH:18]=2)=[C:11]([C:19]2[O:20][N:34]=[C:33]([C:32]3[CH:37]=[CH:38][CH:39]=[C:30]([CH2:29][N:24]4[CH:28]=[CH:27][N:26]=[CH:25]4)[CH:31]=3)[N:35]=2)[N:10]=[N:9]1, predict the reactants needed to synthesize it. The reactants are: [F:1][C:2]1[CH:7]=[CH:6][CH:5]=[CH:4][C:3]=1[N:8]1[C:12]([C:13]2[CH:18]=[CH:17][N:16]=[CH:15][CH:14]=2)=[C:11]([C:19](OCC)=[O:20])[N:10]=[N:9]1.[N:24]1([CH2:29][C:30]2[CH:31]=[C:32]([CH:37]=[CH:38][CH:39]=2)[C:33](=[N:35]O)[NH2:34])[CH:28]=[CH:27][N:26]=[CH:25]1. (2) Given the product [CH2:23]([C:20]([C:16]1[C:13]2[N:14]([CH3:15])[C:10]([CH2:9][C:2]3[C:1]([CH3:26])=[CH:6][C:5]([CH3:7])=[CH:4][C:3]=3[CH3:8])=[N:11][C:12]=2[CH:19]=[CH:18][CH:17]=1)=[CH:21][CH3:22])[CH3:24], predict the reactants needed to synthesize it. The reactants are: [C:1]1([CH3:26])[CH:6]=[C:5]([CH3:7])[CH:4]=[C:3]([CH3:8])[C:2]=1[CH2:9][C:10]1[N:14]([CH3:15])[C:13]2[C:16]([C:20](O)([CH2:23][CH3:24])[CH2:21][CH3:22])=[CH:17][CH:18]=[CH:19][C:12]=2[N:11]=1.O.C1(C)C=CC(S(O)(=O)=O)=CC=1. (3) Given the product [C:8]([C:12]1[CH:17]=[C:16]([NH:18][C:19]([NH:34][C:35]2[C:44]3[C:39](=[CH:40][CH:41]=[CH:42][CH:43]=3)[C:38]([O:45][C:46]3[CH:51]=[CH:50][N:49]=[C:48]([NH:52][C:53]4[CH:69]=[C:68]([C:70]#[C:71][Si:72]([CH:79]([CH3:81])[CH3:80])([CH:73]([CH3:74])[CH3:75])[CH:76]([CH3:77])[CH3:78])[CH:67]=[C:55]([C:56](=[O:57])[NH:58][CH2:59][CH2:60][N:61]5[CH2:66][CH2:65][O:64][CH2:63][CH2:62]5)[CH:54]=4)[CH:47]=3)=[CH:37][CH:36]=2)=[O:27])[C:15]([O:28][CH3:29])=[C:14]([CH:13]=1)[C:30]([NH:31][CH3:32])=[O:33])([CH3:9])([CH3:10])[CH3:11], predict the reactants needed to synthesize it. The reactants are: C(N(CC)CC)C.[C:8]([C:12]1[CH:13]=[C:14]([C:30](=[O:33])[NH:31][CH3:32])[C:15]([O:28][CH3:29])=[C:16]([NH:18][C:19](=[O:27])OC2C=CC=CC=2)[CH:17]=1)([CH3:11])([CH3:10])[CH3:9].[NH2:34][C:35]1[C:44]2[C:39](=[CH:40][CH:41]=[CH:42][CH:43]=2)[C:38]([O:45][C:46]2[CH:51]=[CH:50][N:49]=[C:48]([NH:52][C:53]3[CH:54]=[C:55]([CH:67]=[C:68]([C:70]#[C:71][Si:72]([CH:79]([CH3:81])[CH3:80])([CH:76]([CH3:78])[CH3:77])[CH:73]([CH3:75])[CH3:74])[CH:69]=3)[C:56]([NH:58][CH2:59][CH2:60][N:61]3[CH2:66][CH2:65][O:64][CH2:63][CH2:62]3)=[O:57])[CH:47]=2)=[CH:37][CH:36]=1. (4) Given the product [C:55]1([C:12]([C:61]2[CH:62]=[CH:63][CH:64]=[CH:65][CH:66]=2)([C:6]2[CH:7]=[CH:8][CH:9]=[CH:10][CH:11]=2)[C:13]2[CH:14]=[CH:15][C:16]3[N:17]([C:45]4[CH:46]=[CH:47][C:48]([C:51]([CH3:53])([CH3:54])[CH3:52])=[CH:49][CH:50]=4)[C:18]4[C:23]([C:24]=3[CH:25]=2)=[CH:22][C:21]([Si:68]([C:75]2[CH:76]=[CH:77][CH:78]=[CH:79][CH:80]=2)([C:81]2[CH:86]=[CH:85][CH:84]=[CH:83][CH:82]=2)[C:69]2[CH:70]=[CH:71][CH:72]=[CH:73][CH:74]=2)=[CH:20][CH:19]=4)[CH:56]=[CH:57][CH:58]=[CH:59][CH:60]=1, predict the reactants needed to synthesize it. The reactants are: [Li]CCCC.[C:6]1([C:12]([C:61]2[CH:66]=[CH:65][CH:64]=[CH:63][CH:62]=2)([C:55]2[CH:60]=[CH:59][CH:58]=[CH:57][CH:56]=2)[C:13]2[CH:14]=[CH:15][C:16]3[N:17]([C:45]4[CH:50]=[CH:49][C:48]([C:51]([CH3:54])([CH3:53])[CH3:52])=[CH:47][CH:46]=4)[C:18]4[C:23]([C:24]=3[CH:25]=2)=[CH:22][C:21](C(C2C=CC=CC=2)(C2C=CC=CC=2)C2C=CC=CC=2)=[CH:20][CH:19]=4)[CH:11]=[CH:10][CH:9]=[CH:8][CH:7]=1.Cl[Si:68]([C:81]1[CH:86]=[CH:85][CH:84]=[CH:83][CH:82]=1)([C:75]1[CH:80]=[CH:79][CH:78]=[CH:77][CH:76]=1)[C:69]1[CH:74]=[CH:73][CH:72]=[CH:71][CH:70]=1. (5) Given the product [CH3:1][O:2][C:3]1[C:12]2[C:7](=[C:8]([CH2:17][Si:33]([CH3:35])([CH3:34])[CH3:32])[C:9]([O:15][CH3:16])=[C:10]([O:13][CH3:14])[CH:11]=2)[CH:6]=[C:5]([C:18]([OH:20])=[O:19])[CH:4]=1, predict the reactants needed to synthesize it. The reactants are: [CH3:1][O:2][C:3]1[C:12]2[C:7](=[C:8]([CH3:17])[C:9]([O:15][CH3:16])=[C:10]([O:13][CH3:14])[CH:11]=2)[CH:6]=[C:5]([C:18]([OH:20])=[O:19])[CH:4]=1.[Li]N1C(C)(C)CCCC1(C)C.[CH3:32][Si:33](Cl)([CH3:35])[CH3:34].[OH-].[Na+]. (6) Given the product [Cl:20][C:18]1[CH:17]=[CH:16][C:12]2[C:13](=[O:15])[O:14][C:31]([C:21]3[C:30]4[C:25](=[CH:26][CH:27]=[CH:28][CH:29]=4)[CH:24]=[CH:23][CH:22]=3)=[N:10][C:11]=2[CH:19]=1, predict the reactants needed to synthesize it. The reactants are: C(N(C(C)C)CC)(C)C.[NH2:10][C:11]1[CH:19]=[C:18]([Cl:20])[CH:17]=[CH:16][C:12]=1[C:13]([OH:15])=[O:14].[C:21]1([C:31](Cl)=O)[C:30]2[C:25](=[CH:26][CH:27]=[CH:28][CH:29]=2)[CH:24]=[CH:23][CH:22]=1.CN(C(ON1N=NC2C=CC=NC1=2)=[N+](C)C)C.F[P-](F)(F)(F)(F)F. (7) Given the product [CH3:1][O:2][C:3]1[C:8]([NH2:9])=[CH:7][C:6]([CH3:12])=[C:5]([C:13]2[CH:18]=[CH:17][C:16]([O:19][C:20]([F:22])([F:23])[F:21])=[CH:15][C:14]=2[O:24][CH3:25])[N:4]=1, predict the reactants needed to synthesize it. The reactants are: [CH3:1][O:2][C:3]1[C:8]([N+:9]([O-])=O)=[CH:7][C:6]([CH3:12])=[C:5]([C:13]2[CH:18]=[CH:17][C:16]([O:19][C:20]([F:23])([F:22])[F:21])=[CH:15][C:14]=2[O:24][CH3:25])[N:4]=1. (8) Given the product [Br:35][C:36]1[C:37]([F:46])=[C:38]2[C:44]([NH:45][C:10]([C@@H:8]3[CH2:9][C@H:7]3[C:1]3[CH:2]=[CH:3][CH:4]=[CH:5][CH:6]=3)=[O:12])=[CH:43][NH:42][C:39]2=[N:40][CH:41]=1, predict the reactants needed to synthesize it. The reactants are: [C:1]1([C@@H:7]2[CH2:9][C@H:8]2[C:10]([OH:12])=O)[CH:6]=[CH:5][CH:4]=[CH:3][CH:2]=1.O=C1N(P(Cl)(N2CCOC2=O)=O)CCO1.C(N(CC)CC)C.[Br:35][C:36]1[C:37]([F:46])=[C:38]2[C:44]([NH2:45])=[CH:43][NH:42][C:39]2=[N:40][CH:41]=1.C([O-])([O-])=O.[Na+].[Na+]. (9) Given the product [C:13]([Si:17]([CH3:20])([CH3:19])[O:1][C:2]1[C:10]2[N:9]=[N:8][NH:7][C:6]=2[CH:5]=[CH:4][CH:3]=1)([CH3:16])([CH3:15])[CH3:14], predict the reactants needed to synthesize it. The reactants are: [OH:1][C:2]1[C:10]2[N:9]=[N:8][NH:7][C:6]=2[CH:5]=[CH:4][CH:3]=1.[H-].[Na+].[C:13]([Si:17]([CH3:20])([CH3:19])Cl)([CH3:16])([CH3:15])[CH3:14].[Cl-].[NH4+]. (10) Given the product [F:1][C:2]1[CH:7]=[CH:6][CH:5]=[CH:4][C:3]=1[N:8]1[C:12]([C:13]2[N:14]=[CH:15][N:16]([C:18]3[CH:26]=[CH:25][C:21]([C:22]([NH:28][CH:29]4[CH2:34][CH2:33][O:32][CH2:31][CH2:30]4)=[O:24])=[CH:20][N:19]=3)[CH:17]=2)=[C:11]([CH3:27])[N:10]=[N:9]1, predict the reactants needed to synthesize it. The reactants are: [F:1][C:2]1[CH:7]=[CH:6][CH:5]=[CH:4][C:3]=1[N:8]1[C:12]([C:13]2[N:14]=[CH:15][N:16]([C:18]3[CH:26]=[CH:25][C:21]([C:22]([OH:24])=O)=[CH:20][N:19]=3)[CH:17]=2)=[C:11]([CH3:27])[N:10]=[N:9]1.[NH2:28][CH:29]1[CH2:34][CH2:33][O:32][CH2:31][CH2:30]1.